From a dataset of Full USPTO retrosynthesis dataset with 1.9M reactions from patents (1976-2016). Predict the reactants needed to synthesize the given product. (1) Given the product [F:13][C:7]1[C:8]([F:12])=[CH:9][CH:10]=[CH:11][C:6]=1[NH:5][C:3](=[O:4])[CH2:2][N:19]1[CH:20]=[CH:21][C:17]([N+:14]([O-:16])=[O:15])=[N:18]1, predict the reactants needed to synthesize it. The reactants are: Br[CH2:2][C:3]([NH:5][C:6]1[CH:11]=[CH:10][CH:9]=[C:8]([F:12])[C:7]=1[F:13])=[O:4].[N+:14]([C:17]1[CH:21]=[CH:20][NH:19][N:18]=1)([O-:16])=[O:15]. (2) Given the product [Cl:31][C:32]1[CH:39]=[CH:38][CH:37]=[C:34]([C:35]#[N:36])[C:33]=1[N:40]1[C:44]2=[N:45][CH:46]=[N:47][C:48]([O:3][C@@H:4]([CH2:15][O:16][C@H:17]([CH3:30])[CH2:18][O:19][Si:20]([CH:27]([CH3:29])[CH3:28])([CH:21]([CH3:23])[CH3:22])[CH:24]([CH3:26])[CH3:25])[C:5]([NH:7][C:8]3[CH:13]=[N:12][C:11]([CH3:14])=[CH:10][N:9]=3)=[O:6])=[C:43]2[CH:42]=[N:41]1, predict the reactants needed to synthesize it. The reactants are: [H-].[Na+].[OH:3][C@@H:4]([CH2:15][O:16][C@H:17]([CH3:30])[CH2:18][O:19][Si:20]([CH:27]([CH3:29])[CH3:28])([CH:24]([CH3:26])[CH3:25])[CH:21]([CH3:23])[CH3:22])[C:5]([NH:7][C:8]1[CH:13]=[N:12][C:11]([CH3:14])=[CH:10][N:9]=1)=[O:6].[Cl:31][C:32]1[C:33]([N:40]2[C:44]3=[N:45][CH:46]=[N:47][C:48](Cl)=[C:43]3[CH:42]=[N:41]2)=[C:34]([CH:37]=[CH:38][CH:39]=1)[C:35]#[N:36].C(O)(=O)CC(CC(O)=O)(C(O)=O)O. (3) Given the product [Br:1][C:2]1[CH:7]=[CH:6][C:5]([S:8]([N:17]2[CH2:18][CH2:19][C:14]([F:20])([F:13])[CH2:15][CH2:16]2)(=[O:10])=[O:9])=[CH:4][CH:3]=1, predict the reactants needed to synthesize it. The reactants are: [Br:1][C:2]1[CH:7]=[CH:6][C:5]([S:8](Cl)(=[O:10])=[O:9])=[CH:4][CH:3]=1.Cl.[F:13][C:14]1([F:20])[CH2:19][CH2:18][NH:17][CH2:16][CH2:15]1.CCN(CC)CC. (4) Given the product [F:1][C:2]1[CH:3]=[CH:4][C:5]([C:8]2[O:9][C:10]3[CH:20]=[CH:19][C:18]([C:21]4[CH:22]=[C:23]([C:24](=[O:25])[NH:40][C:37]5([C:32]6[CH:33]=[N:34][CH:35]=[CH:36][N:31]=6)[CH2:39][CH2:38]5)[CH:27]=[CH:28][C:29]=4[CH3:30])=[CH:17][C:11]=3[C:12]=2[C:13]([NH:14][CH3:15])=[O:16])=[CH:6][CH:7]=1, predict the reactants needed to synthesize it. The reactants are: [F:1][C:2]1[CH:7]=[CH:6][C:5]([C:8]2[O:9][C:10]3[CH:20]=[CH:19][C:18]([C:21]4[CH:22]=[C:23]([CH:27]=[CH:28][C:29]=4[CH3:30])[C:24](O)=[O:25])=[CH:17][C:11]=3[C:12]=2[C:13](=[O:16])[NH:14][CH3:15])=[CH:4][CH:3]=1.[N:31]1[CH:36]=[CH:35][N:34]=[CH:33][C:32]=1[C:37]1([NH2:40])[CH2:39][CH2:38]1.CCN=C=NCCCN(C)C.Cl.C1C=CC2N(O)N=NC=2C=1. (5) The reactants are: Br[C:2]1[CH:20]=[CH:19][C:5]2[N:6]=[C:7]([C@H:9]3[CH2:12][C@H:11]([N:13]4[CH2:17][CH2:16][CH2:15][C@H:14]4C)[CH2:10]3)[S:8][C:4]=2[CH:3]=1.[CH3:21][O:22][C:23]1[N:28]=[CH:27][C:26](B(O)O)=[C:25]([O:32][CH3:33])[N:24]=1.N1C=C(B(O)O)C=NC=1. Given the product [CH3:21][O:22][C:23]1[N:24]=[C:25]([O:32][CH3:33])[C:26]([C:2]2[CH:20]=[CH:19][C:5]3[N:6]=[C:7]([C@H:9]4[CH2:12][C@H:11]([N:13]5[CH2:17][CH2:16][CH2:15][CH2:14]5)[CH2:10]4)[S:8][C:4]=3[CH:3]=2)=[CH:27][N:28]=1, predict the reactants needed to synthesize it.